Dataset: Forward reaction prediction with 1.9M reactions from USPTO patents (1976-2016). Task: Predict the product of the given reaction. (1) Given the reactants Cl.Cl.N[C@@H]([C@H](OC)C)CS(CC1C=NC2C(C=1)=CC=CC=2)(=O)=[O:7].C([O:28][C:29]([NH:31][C@@H:32]([C@H:48]([O:50][CH3:51])[CH3:49])[CH2:33][S:34]([CH2:37][C:38]1[CH:39]=[N:40][C:41]2[C:46]([CH:47]=1)=[CH:45][CH:44]=[CH:43][CH:42]=2)(=[O:36])=[O:35])=O)(C)(C)C.Cl, predict the reaction product. The product is: [CH3:51][O:50][C@H:48]([CH3:49])[C@H:32]([N:31]([OH:7])[CH:29]=[O:28])[CH2:33][S:34]([CH2:37][C:38]1[CH:39]=[N:40][C:41]2[C:46]([CH:47]=1)=[CH:45][CH:44]=[CH:43][CH:42]=2)(=[O:36])=[O:35]. (2) The product is: [Cl:19][C:15]1[CH:14]=[C:13]([CH:11]2[CH2:12][NH:8][CH2:9][CH:10]2[N:20]([CH3:32])[CH2:21][C:22]2[CH:27]=[CH:26][C:25]([C:28]([F:31])([F:29])[F:30])=[CH:24][CH:23]=2)[CH:18]=[CH:17][CH:16]=1. Given the reactants C([N:8]1[CH2:12][CH:11]([C:13]2[CH:18]=[CH:17][CH:16]=[C:15]([Cl:19])[CH:14]=2)[CH:10]([N:20]([CH3:32])[CH2:21][C:22]2[CH:27]=[CH:26][C:25]([C:28]([F:31])([F:30])[F:29])=[CH:24][CH:23]=2)[CH2:9]1)C1C=CC=CC=1.ClC(OCC(Cl)(Cl)Cl)=O, predict the reaction product. (3) Given the reactants FC(F)(F)C(O)=O.[Cl:8][C:9]1[C:10]([F:42])=[C:11]([NH:15][C:16]2[C:25]3[C:20](=[CH:21][C:22]([O:28][CH:29]4[CH2:34][CH2:33][N:32](C(OC(C)(C)C)=O)[CH2:31][CH2:30]4)=[C:23]([O:26][CH3:27])[CH:24]=3)[N:19]=[CH:18][N:17]=2)[CH:12]=[CH:13][CH:14]=1, predict the reaction product. The product is: [ClH:8].[ClH:8].[Cl:8][C:9]1[C:10]([F:42])=[C:11]([NH:15][C:16]2[C:25]3[C:20](=[CH:21][C:22]([O:28][CH:29]4[CH2:34][CH2:33][NH:32][CH2:31][CH2:30]4)=[C:23]([O:26][CH3:27])[CH:24]=3)[N:19]=[CH:18][N:17]=2)[CH:12]=[CH:13][CH:14]=1. (4) Given the reactants [F:1][C:2]([F:20])([F:19])[C:3]1[CH:8]=[CH:7][C:6]([CH:9]2[C:18]3[C:13](=[CH:14][N:15]=[CH:16][CH:17]=3)[CH2:12][CH2:11][NH:10]2)=[CH:5][CH:4]=1.[F:21][C:22]1[CH:27]=[CH:26][C:25]([N:28]=[C:29]=[O:30])=[CH:24][CH:23]=1, predict the reaction product. The product is: [F:21][C:22]1[CH:27]=[CH:26][C:25]([NH:28][C:29]([N:10]2[CH2:11][CH2:12][C:13]3[C:18](=[CH:17][CH:16]=[N:15][CH:14]=3)[CH:9]2[C:6]2[CH:5]=[CH:4][C:3]([C:2]([F:1])([F:19])[F:20])=[CH:8][CH:7]=2)=[O:30])=[CH:24][CH:23]=1. (5) The product is: [CH:4]([C:5]1[CH:6]=[CH:7][CH:8]=[CH:9][C:10]=1[C:1]([NH2:15])=[O:2])=[O:3]. Given the reactants [C:1]1([C:10]2[C:5](=[CH:6][CH:7]=[CH:8][CH:9]=2)[CH2:4][O:3]1)=[O:2].C1C(=O)[N:15](Br)C(=O)C1.CC(N=NC(C#N)(C)C)(C#N)C.C(NCC)C, predict the reaction product. (6) The product is: [C:18]([Si:21]([O:16][CH2:1][CH2:2][CH2:3][CH2:4][CH2:5][CH2:6][CH2:7][CH2:8][CH2:9][CH2:10][CH2:11][CH2:12][CH2:13][C:14]#[CH:15])([C:28]1[CH:33]=[CH:32][CH:31]=[CH:30][CH:29]=1)[C:22]1[CH:23]=[CH:24][CH:25]=[CH:26][CH:27]=1)([CH3:20])([CH3:17])[CH3:19]. Given the reactants [CH2:1]([OH:16])[CH2:2][CH2:3][CH2:4][CH2:5][CH2:6][CH2:7][CH2:8][CH2:9][CH2:10][CH2:11][CH2:12][CH2:13][C:14]#[CH:15].[CH3:17][C:18]([Si:21](Cl)([C:28]1[CH:33]=[CH:32][CH:31]=[CH:30][CH:29]=1)[C:22]1[CH:27]=[CH:26][CH:25]=[CH:24][CH:23]=1)([CH3:20])[CH3:19], predict the reaction product. (7) Given the reactants [C:1]([NH:4][C:5]1[CH:21]=[CH:20][C:8]([C:9]([NH:11][C:12]2[CH:17]=[CH:16][C:15]([O:18][CH3:19])=[CH:14][CH:13]=2)=[O:10])=[C:7]([NH:22][C:23]([CH:25]2[CH2:30][CH2:29][NH:28][CH2:27][CH2:26]2)=[O:24])[CH:6]=1)(=[O:3])[CH3:2].[N:31]1[CH:36]=[CH:35][C:34]([CH:37]=O)=[CH:33][CH:32]=1.C(O)(=O)C.C(O[BH-](OC(=O)C)OC(=O)C)(=O)C.[Na+], predict the reaction product. The product is: [C:1]([NH:4][C:5]1[CH:21]=[CH:20][C:8]([C:9]([NH:11][C:12]2[CH:13]=[CH:14][C:15]([O:18][CH3:19])=[CH:16][CH:17]=2)=[O:10])=[C:7]([NH:22][C:23]([CH:25]2[CH2:30][CH2:29][N:28]([CH2:37][C:34]3[CH:35]=[CH:36][N:31]=[CH:32][CH:33]=3)[CH2:27][CH2:26]2)=[O:24])[CH:6]=1)(=[O:3])[CH3:2]. (8) Given the reactants [Cl:1][C:2]1[CH:18]=[CH:17][C:5]([CH2:6][N:7]2[C:12]([S:13][CH3:14])=[N:11][C:10](=[O:15])[NH:9][C:8]2=[O:16])=[CH:4][CH:3]=1.[O:19]1[CH2:24][CH2:23][CH2:22][CH2:21][CH:20]1[O:25][CH2:26][CH2:27]O.C1(P(C2C=CC=CC=2)C2C=CC=CC=2)C=CC=CC=1.N(C(OC(C)C)=O)=NC(OC(C)C)=O, predict the reaction product. The product is: [Cl:1][C:2]1[CH:3]=[CH:4][C:5]([CH2:6][N:7]2[C:12]([S:13][CH3:14])=[N:11][C:10](=[O:15])[N:9]([CH2:27][CH2:26][O:25][CH:20]3[CH2:21][CH2:22][CH2:23][CH2:24][O:19]3)[C:8]2=[O:16])=[CH:17][CH:18]=1. (9) Given the reactants Br[C:2]1[CH:3]=[C:4](CN)[CH:5]=[CH:6][CH:7]=1.[B:10]1([B:10]2[O:14][C:13]([CH3:16])([CH3:15])[C:12]([CH3:18])([CH3:17])[O:11]2)[O:14][C:13]([CH3:16])([CH3:15])[C:12]([CH3:18])([CH3:17])[O:11]1.C([O-])(=O)C.[K+].[CH3:33][N:34](C)C=O, predict the reaction product. The product is: [CH3:33][NH:34][C:4]1[CH:5]=[CH:6][CH:7]=[C:2]([B:10]2[O:14][C:13]([CH3:16])([CH3:15])[C:12]([CH3:18])([CH3:17])[O:11]2)[CH:3]=1. (10) The product is: [C:1]1(=[O:35])[C:13]2[C:5]([C:6]3[C:11]([CH:12]=2)=[CH:10][CH:9]=[CH:8][CH:7]=3)=[CH:4][CH:3]=[CH:2]1. Given the reactants [CH:1]1[C:13]2[C:12](=O)[C:11]3[C:6](=[CH:7][CH:8]=[CH:9][CH:10]=3)[C:5]=2[C:4](C(Cl)=O)=[CH:3][CH:2]=1.C1C2C(C3C=CC(OCCO)=CC=3)(C3C=CC([O:35]CCO)=CC=3)C3C(=CC=CC=3)C=2C=CC=1.C(N(CC)CC)C, predict the reaction product.